The task is: Predict the reactants needed to synthesize the given product.. This data is from Full USPTO retrosynthesis dataset with 1.9M reactions from patents (1976-2016). (1) Given the product [CH3:19][O:18][C@@H:5]([CH2:6][C:7]1[CH:8]=[CH:9][C:10]([O:13][CH2:14][CH2:15][CH2:16][O:21][C:22]2[CH:23]=[CH:24][C:25]([C:28](=[O:29])[C:30]3[CH:35]=[CH:34][C:33]([CH3:36])=[CH:32][CH:31]=3)=[CH:26][CH:27]=2)=[CH:11][CH:12]=1)[C:4]([OH:3])=[O:20], predict the reactants needed to synthesize it. The reactants are: C([O:3][C:4](=[O:20])[C@@H:5]([O:18][CH3:19])[CH2:6][C:7]1[CH:12]=[CH:11][C:10]([O:13][CH2:14][CH2:15][CH2:16]Br)=[CH:9][CH:8]=1)C.[OH:21][C:22]1[CH:27]=[CH:26][C:25]([C:28]([C:30]2[CH:35]=[CH:34][C:33]([CH3:36])=[CH:32][CH:31]=2)=[O:29])=[CH:24][CH:23]=1.[OH-].[Na+]. (2) Given the product [Br:1][C:2]1[CH:12]=[C:11]([O:13][C@@H:14]([C@H:16]2[CH2:20][NH:19][C:18](=[O:29])[CH2:17]2)[CH3:15])[C:5]2[N:6]([CH3:10])[C:7]([CH3:9])=[N:8][C:4]=2[CH:3]=1, predict the reactants needed to synthesize it. The reactants are: [Br:1][C:2]1[CH:12]=[C:11]([O:13][C@@H:14]([C@H:16]2[CH2:20][N:19]([C@@H](C3C=CC=CC=3)C)[C:18](=[O:29])[CH2:17]2)[CH3:15])[C:5]2[N:6]([CH3:10])[C:7]([CH3:9])=[N:8][C:4]=2[CH:3]=1.